From a dataset of Peptide-MHC class I binding affinity with 185,985 pairs from IEDB/IMGT. Regression. Given a peptide amino acid sequence and an MHC pseudo amino acid sequence, predict their binding affinity value. This is MHC class I binding data. (1) The peptide sequence is YLYASFCTV. The MHC is HLA-A02:11 with pseudo-sequence HLA-A02:11. The binding affinity (normalized) is 1.00. (2) The peptide sequence is SPRPEMQEF. The MHC is HLA-A02:01 with pseudo-sequence HLA-A02:01. The binding affinity (normalized) is 0. (3) The MHC is HLA-B57:01 with pseudo-sequence HLA-B57:01. The binding affinity (normalized) is 0.0847. The peptide sequence is GLMVAGYFY. (4) The peptide sequence is RPAPATGAL. The MHC is HLA-B15:01 with pseudo-sequence HLA-B15:01. The binding affinity (normalized) is 0.0847. (5) The peptide sequence is QWSPGPGRL. The MHC is HLA-B57:01 with pseudo-sequence HLA-B57:01. The binding affinity (normalized) is 0.0847.